Predict the product of the given reaction. From a dataset of Forward reaction prediction with 1.9M reactions from USPTO patents (1976-2016). (1) Given the reactants [N:1]([O-])=O.[Na+].S(=O)(=O)(O)O.[NH2:10][C:11]1[S:12][C:13]([CH:17]=[O:18])=[C:14]([Cl:16])[N:15]=1.[CH2:19]([N:21]([C:25]1[CH:30]=[CH:29][CH:28]=[CH:27][CH:26]=1)[CH2:22][CH2:23][OH:24])[CH3:20], predict the reaction product. The product is: [Cl:16][C:14]1[N:15]=[C:11](/[N:10]=[N:1]/[C:28]2[CH:29]=[CH:30][C:25]([N:21]([CH2:19][CH3:20])[CH2:22][CH2:23][OH:24])=[CH:26][CH:27]=2)[S:12][C:13]=1[CH:17]=[O:18]. (2) Given the reactants [CH:1]1([C:4]([NH:6][C:7]2[N:31]=[C:10]3[CH:11]=[CH:12][C:13]([O:15][C:16]4[CH:17]=[C:18]([NH:23]C(=O)OC(C)(C)C)[CH:19]=[CH:20][C:21]=4[CH3:22])=[CH:14][N:9]3[N:8]=2)=[O:5])[CH2:3][CH2:2]1.FC(F)(F)C(O)=O, predict the reaction product. The product is: [NH2:23][C:18]1[CH:19]=[CH:20][C:21]([CH3:22])=[C:16]([CH:17]=1)[O:15][C:13]1[CH:12]=[CH:11][C:10]2[N:9]([N:8]=[C:7]([NH:6][C:4]([CH:1]3[CH2:3][CH2:2]3)=[O:5])[N:31]=2)[CH:14]=1. (3) Given the reactants [NH2:1][C:2]1[S:3][C:4]([C:13]2[CH:18]=[CH:17][C:16]([N+:19]([O-:21])=[O:20])=[CH:15][CH:14]=2)=[C:5]([CH3:12])[C:6]=1[C:7]([O:9][CH2:10][CH3:11])=[O:8].Cl[C:23]([O:25][CH2:26][CH3:27])=[O:24].C(O)C, predict the reaction product. The product is: [CH2:26]([O:25][C:23]([NH:1][C:2]1[S:3][C:4]([C:13]2[CH:18]=[CH:17][C:16]([N+:19]([O-:21])=[O:20])=[CH:15][CH:14]=2)=[C:5]([CH3:12])[C:6]=1[C:7]([O:9][CH2:10][CH3:11])=[O:8])=[O:24])[CH3:27]. (4) Given the reactants [C:1]([O:5][C:6](=[O:16])[N:7]([C:9]1[CH:14]=[CH:13][C:12](Br)=[CH:11][N:10]=1)[CH3:8])([CH3:4])([CH3:3])[CH3:2].C([Li])CCC.[B:22]([O:31][CH:32]([CH3:34])[CH3:33])([O:27][CH:28]([CH3:30])[CH3:29])OC(C)C.OCC(C)(CO)C, predict the reaction product. The product is: [C:1]([O:5][C:6](=[O:16])[N:7]([CH3:8])[C:9]1[CH:14]=[CH:13][C:12]([B:22]2[O:27][C:28]([CH3:29])([CH3:30])[C:32]([CH3:33])([CH3:34])[O:31]2)=[CH:11][N:10]=1)([CH3:4])([CH3:3])[CH3:2]. (5) Given the reactants [CH2:1]([C:3]1[C:8]([O:9]COCC[Si](C)(C)C)=[CH:7][CH:6]=[CH:5][C:4]=1[C:18]1[N:22]=[C:21]([C:23]2[CH:24]=[CH:25][C:26]([O:31][CH:32]([CH3:34])[CH3:33])=[C:27]([CH:30]=2)[C:28]#[N:29])[O:20][N:19]=1)[CH3:2].CCCC[N+](CCCC)(CCCC)CCCC.[F-], predict the reaction product. The product is: [CH2:1]([C:3]1[C:8]([OH:9])=[CH:7][CH:6]=[CH:5][C:4]=1[C:18]1[N:22]=[C:21]([C:23]2[CH:24]=[CH:25][C:26]([O:31][CH:32]([CH3:33])[CH3:34])=[C:27]([CH:30]=2)[C:28]#[N:29])[O:20][N:19]=1)[CH3:2].